From a dataset of Full USPTO retrosynthesis dataset with 1.9M reactions from patents (1976-2016). Predict the reactants needed to synthesize the given product. (1) Given the product [O:13]1[CH2:14][C@@H:12]1[CH2:11][O:10][C@@H:8]([C:3]1[CH:4]=[CH:5][CH:6]=[CH:7][C:2]=1[CH:46]=[CH:45][C:44]([O:48][CH3:49])=[O:47])[CH3:9], predict the reactants needed to synthesize it. The reactants are: Br[C:2]1[CH:7]=[CH:6][CH:5]=[CH:4][C:3]=1[C@H:8]([O:10][CH2:11][C@H:12]1[CH2:14][O:13]1)[CH3:9].C1(C)C=CC=CC=1P(C1C=CC=CC=1C)C1C=CC=CC=1C.C(N(CC)CC)C.[C:44]([O:48][CH3:49])(=[O:47])[CH:45]=[CH2:46]. (2) Given the product [C:10]([CH2:9][CH2:8][N:6]([CH3:7])[C:4](=[O:5])[C:3]1[CH:12]=[CH:13][CH:14]=[CH:15][C:2]=1[NH:1][C:19]1[C:20]([Cl:24])=[CH:21][N:22]=[C:17]([Cl:16])[N:18]=1)#[N:11], predict the reactants needed to synthesize it. The reactants are: [NH2:1][C:2]1[CH:15]=[CH:14][CH:13]=[CH:12][C:3]=1[C:4]([N:6]([CH2:8][CH2:9][C:10]#[N:11])[CH3:7])=[O:5].[Cl:16][C:17]1[N:22]=[C:21](Cl)[C:20]([Cl:24])=[CH:19][N:18]=1.C(=O)([O-])[O-].[K+].[K+]. (3) Given the product [NH2:16][C:15]1[O:11][C:4]([C:3]([OH:10])([CH2:8][CH3:9])[CH2:1][CH3:2])=[N:13][N:12]=1, predict the reactants needed to synthesize it. The reactants are: [CH2:1]([C:3]([OH:10])([CH2:8][CH3:9])[C:4](OC)=O)[CH3:2].[OH2:11].[NH2:12][NH2:13].Br[C:15]#[N:16]. (4) The reactants are: Cl[C:2]1[N:7]=[C:6]([C:8]2[CH:9]=[CH:10][C:11]([O:16][CH:17]3[CH2:22][CH2:21][O:20][CH2:19][CH2:18]3)=[C:12]([CH:15]=2)[C:13]#[N:14])[CH:5]=[CH:4][N:3]=1.[F:23][C:24]1[CH:25]=[C:26]([CH:28]=[CH:29][C:30]=1[N:31]1[CH2:36][CH2:35][O:34][CH2:33][CH2:32]1)[NH2:27]. Given the product [F:23][C:24]1[CH:25]=[C:26]([NH:27][C:2]2[N:7]=[C:6]([C:8]3[CH:9]=[CH:10][C:11]([O:16][CH:17]4[CH2:22][CH2:21][O:20][CH2:19][CH2:18]4)=[C:12]([CH:15]=3)[C:13]#[N:14])[CH:5]=[CH:4][N:3]=2)[CH:28]=[CH:29][C:30]=1[N:31]1[CH2:32][CH2:33][O:34][CH2:35][CH2:36]1, predict the reactants needed to synthesize it. (5) The reactants are: [Cl-].O[NH3+:3].[C:4](=[O:7])([O-])[OH:5].[Na+].CS(C)=O.[OH:13][C:14]([CH3:52])([CH3:51])[CH2:15][O:16][C@@H:17]1[CH2:22][CH2:21][C@H:20]([N:23]2[C:28](=[O:29])[C:27]([CH2:30][C:31]3[CH:36]=[CH:35][C:34]([C:37]4[C:38]([C:43]#[N:44])=[CH:39][CH:40]=[CH:41][CH:42]=4)=[CH:33][CH:32]=3)=[C:26]([CH2:45][CH2:46][CH3:47])[N:25]3[N:48]=[CH:49][N:50]=[C:24]23)[CH2:19][CH2:18]1. Given the product [OH:13][C:14]([CH3:51])([CH3:52])[CH2:15][O:16][C@@H:17]1[CH2:22][CH2:21][C@H:20]([N:23]2[C:28](=[O:29])[C:27]([CH2:30][C:31]3[CH:36]=[CH:35][C:34]([C:37]4[CH:42]=[CH:41][CH:40]=[CH:39][C:38]=4[C:43]4[NH:3][C:4](=[O:7])[O:5][N:44]=4)=[CH:33][CH:32]=3)=[C:26]([CH2:45][CH2:46][CH3:47])[N:25]3[N:48]=[CH:49][N:50]=[C:24]23)[CH2:19][CH2:18]1, predict the reactants needed to synthesize it. (6) The reactants are: [Br:1][C:2]1[C:11]([F:12])=[C:10]2[C:5]([C:6](O)=[N:7][C:8]([CH2:13][Cl:14])=[N:9]2)=[CH:4][C:3]=1[Cl:16].CCN(C(C)C)C(C)C.O=P(Cl)(Cl)[Cl:28]. Given the product [Br:1][C:2]1[C:11]([F:12])=[C:10]2[C:5]([C:6]([Cl:28])=[N:7][C:8]([CH2:13][Cl:14])=[N:9]2)=[CH:4][C:3]=1[Cl:16], predict the reactants needed to synthesize it. (7) The reactants are: [F:1][C:2]([F:17])([F:16])[C:3]1[CH:15]=[C:6]2[C:7]([CH:13]=[O:14])=[CH:8][CH:9]=[C:10]([O:11][CH3:12])[N:5]2[N:4]=1.[CH3:18][Mg]Br.C1COCC1.[Cl-].[NH4+]. Given the product [F:17][C:2]([F:1])([F:16])[C:3]1[CH:15]=[C:6]2[C:7]([CH:13]([OH:14])[CH3:18])=[CH:8][CH:9]=[C:10]([O:11][CH3:12])[N:5]2[N:4]=1, predict the reactants needed to synthesize it. (8) Given the product [F:24][C:2]1[CH:7]=[C:6]([C:8]2[CH:13]=[CH:12][C:11]([O:14][CH:15]([CH3:17])[CH3:16])=[CH:10][CH:9]=2)[N:5]=[C:4]([C:18]2[CH:23]=[CH:22][CH:21]=[CH:20][N:19]=2)[CH:3]=1, predict the reactants needed to synthesize it. The reactants are: Cl[C:2]1[CH:7]=[C:6]([C:8]2[CH:13]=[CH:12][C:11]([O:14][CH:15]([CH3:17])[CH3:16])=[CH:10][CH:9]=2)[N:5]=[C:4]([C:18]2[CH:23]=[CH:22][CH:21]=[CH:20][N:19]=2)[CH:3]=1.[F-:24].[Cs+].CS(C)=O.CCCCCC.